This data is from Forward reaction prediction with 1.9M reactions from USPTO patents (1976-2016). The task is: Predict the product of the given reaction. (1) Given the reactants [Br:1][C:2]1[CH:9]=[CH:8][C:5]([CH:6]=[O:7])=[C:4]([F:10])[CH:3]=1.O1[CH2:15][CH2:14][CH2:13]C1.C1([Mg]Br)CC1, predict the reaction product. The product is: [Br:1][C:2]1[CH:9]=[CH:8][C:5]([CH:6]([CH:13]2[CH2:14][CH2:15]2)[OH:7])=[C:4]([F:10])[CH:3]=1. (2) The product is: [OH:10]/[N:9]=[C:23](\[NH2:24])/[C:22]1[CH:25]=[CH:26][C:19]([CH2:11][CH2:12][CH2:13][CH2:14][CH2:15][CH2:16][CH2:17][CH3:18])=[CH:20][CH:21]=1. Given the reactants C(N(CC)CC)C.Cl.[NH2:9][OH:10].[CH2:11]([C:19]1[CH:26]=[CH:25][C:22]([C:23]#[N:24])=[CH:21][CH:20]=1)[CH2:12][CH2:13][CH2:14][CH2:15][CH2:16][CH2:17][CH3:18], predict the reaction product.